This data is from Forward reaction prediction with 1.9M reactions from USPTO patents (1976-2016). The task is: Predict the product of the given reaction. Given the reactants [F:1][C:2]1[CH:7]=[CH:6][C:5]([C:8]([F:11])([F:10])[F:9])=[CH:4][C:3]=1[N:12]=[C:13]=[O:14].[CH:15]1([CH2:20][CH2:21][C:22]([NH:24][C:25]2[NH:26][CH:27]=[C:28]([C:33]3[CH:38]=[CH:37][C:36]([NH2:39])=[CH:35][CH:34]=3)[C:29]=2[C:30]([NH2:32])=[O:31])=[O:23])[CH2:19][CH2:18][CH2:17][CH2:16]1, predict the reaction product. The product is: [CH:15]1([CH2:20][CH2:21][C:22]([NH:24][C:25]2[NH:26][CH:27]=[C:28]([C:33]3[CH:34]=[CH:35][C:36]([NH:39][C:13]([NH:12][C:3]4[CH:4]=[C:5]([C:8]([F:11])([F:10])[F:9])[CH:6]=[CH:7][C:2]=4[F:1])=[O:14])=[CH:37][CH:38]=3)[C:29]=2[C:30]([NH2:32])=[O:31])=[O:23])[CH2:19][CH2:18][CH2:17][CH2:16]1.